Dataset: Catalyst prediction with 721,799 reactions and 888 catalyst types from USPTO. Task: Predict which catalyst facilitates the given reaction. (1) Product: [CH3:33][O:32][C:30](=[O:31])[CH2:29][O:20][C:18]1[CH:17]=[CH:16][N:15]2[C:21]([C:22]3[CH:27]=[CH:26][CH:25]=[CH:24][CH:23]=3)=[C:12]([C:9]3[CH:8]=[CH:7][C:6]([C:2]4([NH2:1])[CH2:3][CH2:4][CH2:5]4)=[CH:11][CH:10]=3)[N:13]=[C:14]2[CH:19]=1. The catalyst class is: 3. Reactant: [NH2:1][C:2]1([C:6]2[CH:11]=[CH:10][C:9]([C:12]3[N:13]=[C:14]4[CH:19]=[C:18]([OH:20])[CH:17]=[CH:16][N:15]4[C:21]=3[C:22]3[CH:27]=[CH:26][CH:25]=[CH:24][CH:23]=3)=[CH:8][CH:7]=2)[CH2:5][CH2:4][CH2:3]1.Br[CH2:29][C:30]([O:32][CH3:33])=[O:31].C([O-])([O-])=O.[Cs+].[Cs+].O. (2) Reactant: Cl.[CH3:2][O:3][CH2:4][CH2:5][CH2:6][O:7][CH:8]([C:15]1[CH:20]=[CH:19][CH:18]=[CH:17][CH:16]=1)[CH:9]1[CH2:14][CH2:13][CH2:12][NH:11][CH2:10]1.Br[CH2:22][C:23]([O:25][CH3:26])=[O:24].C([O-])([O-])=O.[K+].[K+].CN(C=O)C. Product: [CH3:2][O:3][CH2:4][CH2:5][CH2:6][O:7][CH:8]([C:15]1[CH:16]=[CH:17][CH:18]=[CH:19][CH:20]=1)[CH:9]1[CH2:14][CH2:13][CH2:12][N:11]([CH2:22][C:23]([O:25][CH3:26])=[O:24])[CH2:10]1. The catalyst class is: 25. (3) Reactant: C(OC([N:8]1[CH2:13][CH2:12][CH:11]([CH:14]([C:16]2[NH:25][C:24](=[O:26])[C:23]3[C:18](=[CH:19][CH:20]=[CH:21][CH:22]=3)[N:17]=2)[CH3:15])[CH2:10][CH2:9]1)=O)(C)(C)C.C(O)(C(F)(F)F)=O. Product: [NH:8]1[CH2:13][CH2:12][CH:11]([CH:14]([C:16]2[NH:25][C:24](=[O:26])[C:23]3[C:18](=[CH:19][CH:20]=[CH:21][CH:22]=3)[N:17]=2)[CH3:15])[CH2:10][CH2:9]1. The catalyst class is: 2. (4) Reactant: [NH2:1][C:2]([CH3:38])([CH2:8][CH2:9][C:10]1[CH:11]=[C:12]2[C:35](=[CH:36][CH:37]=1)[C:16]1=[N:17][O:18][C:19]([C:20]3[C:24]([C:25]([F:28])([F:27])[F:26])=[C:23]([C:29]4[CH:34]=[CH:33][CH:32]=[CH:31][CH:30]=4)[O:22][N:21]=3)=[C:15]1[CH2:14][CH2:13]2)[C:3]([O:5]CC)=[O:4].[OH-:39].[Na+].[OH2:41]. Product: [NH2:1][C:2]([CH3:38])([CH2:8][CH2:9][C:10]1[CH:11]=[C:12]2[C:35](=[CH:36][CH:37]=1)[C:16]1=[N:17][O:18][C:19]([C:20]3[C:24]([C:25]([F:26])([F:28])[F:27])=[C:23]([C:29]4[CH:30]=[CH:31][CH:32]=[CH:33][CH:34]=4)[O:22][N:21]=3)=[C:15]1[CH2:14][CH2:13]2)[C:3]([OH:5])=[O:4].[C:24]([OH:41])([C:25]([F:28])([F:27])[F:26])=[O:39]. The catalyst class is: 5. (5) Reactant: [Cl-].[CH3:2][O:3][CH2:4][P+](C1C=CC=CC=1)(C1C=CC=CC=1)C1C=CC=CC=1.C[Si]([N-][Si](C)(C)C)(C)C.[Na+].[CH2:34]([O:41][C:42]1[CH:43]=[CH:44][C:45]([Br:50])=[C:46]([CH:49]=1)[CH:47]=O)[C:35]1[CH:40]=[CH:39][CH:38]=[CH:37][CH:36]=1.Cl.C1C[O:55][CH2:54]C1. Product: [CH2:34]([O:41][C:42]1[CH:43]=[CH:44][C:45]([Br:50])=[C:46]([CH:49]=1)[CH2:47][CH:2]1[O:3][CH2:4][CH2:54][O:55]1)[C:35]1[CH:40]=[CH:39][CH:38]=[CH:37][CH:36]=1. The catalyst class is: 95. (6) Reactant: [C:1]([C:4]1[CH:13]=[C:12]([C:14]([OH:16])=[O:15])[C:11]2[C:6](=[CH:7][CH:8]=[CH:9][CH:10]=2)[N:5]=1)([OH:3])=[O:2].Cl[Si](C)(C)[CH3:19]. The catalyst class is: 5. Product: [C:1]([C:4]1[CH:13]=[C:12]([C:14]([O:16][CH3:19])=[O:15])[C:11]2[C:6](=[CH:7][CH:8]=[CH:9][CH:10]=2)[N:5]=1)([OH:3])=[O:2].